This data is from Full USPTO retrosynthesis dataset with 1.9M reactions from patents (1976-2016). The task is: Predict the reactants needed to synthesize the given product. (1) Given the product [NH2:25][C:24]1[C:3]2=[N:4][N:5]([CH2:22][CH3:23])[C:6]([CH2:7][CH2:8][CH2:9][CH2:10][N:11]3[C:12](=[O:21])[C:13]4[C:14](=[CH:17][CH:18]=[CH:19][CH:20]=4)[C:15]3=[O:16])=[C:2]2[C:29]2[CH:30]=[CH:31][CH:32]=[CH:33][C:28]=2[N:27]=1, predict the reactants needed to synthesize it. The reactants are: Br[C:2]1[C:3]([C:24]#[N:25])=[N:4][N:5]([CH2:22][CH3:23])[C:6]=1[CH2:7][CH2:8][CH2:9][CH2:10][N:11]1[C:15](=[O:16])[C:14]2=[CH:17][CH:18]=[CH:19][CH:20]=[C:13]2[C:12]1=[O:21].Cl.[NH2:27][C:28]1[CH:33]=[CH:32][CH:31]=[CH:30][C:29]=1B(O)O.P([O-])([O-])([O-])=O.[K+].[K+].[K+]. (2) The reactants are: [NH2:1][C:2](=[S:13])[C:3]1[CH:4]=[C:5]([C:9]([O:11][CH3:12])=[S:10])[S:6][C:7]=1[CH3:8].[F:14][C:15]([F:31])([F:30])[C:16]1[CH:17]=[C:18]([C:26](=O)[CH2:27]Br)[CH:19]=[C:20]([C:22]([F:25])([F:24])[F:23])[CH:21]=1. Given the product [F:14][C:15]([F:30])([F:31])[C:16]1[CH:17]=[C:18]([C:26]2[N:1]=[C:2]([C:3]3[CH:4]=[C:5]([C:9]([O:11][CH3:12])=[S:10])[S:6][C:7]=3[CH3:8])[S:13][CH:27]=2)[CH:19]=[C:20]([C:22]([F:23])([F:24])[F:25])[CH:21]=1, predict the reactants needed to synthesize it. (3) Given the product [Cl:1][C:2]1[S:6][C:5]([NH:7][C:8]2[N:13]=[CH:12][CH:11]=[CH:10][N:9]=2)=[N:4][C:3]=1[C:14]1[CH:15]=[N:16][NH:17][CH:18]=1, predict the reactants needed to synthesize it. The reactants are: [Cl:1][C:2]1[S:6][C:5]([NH:7][C:8]2[N:13]=[CH:12][CH:11]=[CH:10][N:9]=2)=[N:4][C:3]=1[C:14]1[CH:15]=[N:16][N:17](CC2C=CC(OC)=CC=2)[CH:18]=1.C([O-])([O-])=O.[Na+].[Na+]. (4) Given the product [Cl:1][C:2]1[CH:7]=[CH:6][CH:5]=[CH:4][C:3]=1[NH:8][CH:9]1[CH2:14][CH2:13][N:12]([C:15](=[O:39])[CH2:16][NH:17][C:18]([C:20]2[CH:24]=[C:23]([C:25]3[CH:30]=[CH:29][CH:28]=[CH:27][C:26]=3[OH:31])[NH:22][N:21]=2)=[O:19])[CH2:11][CH2:10]1, predict the reactants needed to synthesize it. The reactants are: [Cl:1][C:2]1[CH:7]=[CH:6][CH:5]=[CH:4][C:3]=1[NH:8][CH:9]1[CH2:14][CH2:13][N:12]([C:15](=[O:39])[CH2:16][NH:17][C:18]([C:20]2[CH:24]=[C:23]([C:25]3[CH:30]=[CH:29][CH:28]=[CH:27][C:26]=3[O:31]CC3C=CC=CC=3)[NH:22][N:21]=2)=[O:19])[CH2:11][CH2:10]1. (5) Given the product [CH3:13][NH:1][C:2]1[CH:3]=[CH:4][C:5]([C:6]([O:8][CH2:9][CH3:10])=[O:7])=[CH:11][CH:12]=1, predict the reactants needed to synthesize it. The reactants are: [NH2:1][C:2]1[CH:12]=[CH:11][C:5]([C:6]([O:8][CH2:9][CH3:10])=[O:7])=[CH:4][CH:3]=1.[CH:13](OCC)(OCC)OCC.FC(F)(F)C(O)=O. (6) Given the product [NH:13]1[C:14]2[CH:19]=[CH:18][CH:17]=[CH:16][C:15]=2[N:11]=[C:12]1[C@H:8]([NH:9][C:10]([NH:36][CH:31]1[C:32]2[C:27](=[C:26]([O:25][CH3:24])[CH:35]=[CH:34][CH:33]=2)[CH2:28][CH2:29][CH2:30]1)=[O:20])[CH2:7][C:6]1[CH:21]=[CH:22][C:3]([O:2][CH3:1])=[CH:4][CH:5]=1, predict the reactants needed to synthesize it. The reactants are: [CH3:1][O:2][C:3]1[CH:22]=[CH:21][C:6]([CH2:7][C@@H:8]2[C:12]3=[N:13][C:14]4[CH:19]=[CH:18][CH:17]=[CH:16][C:15]=4[N:11]3[C:10](=[O:20])[NH:9]2)=[CH:5][CH:4]=1.Cl.[CH3:24][O:25][C:26]1[CH:35]=[CH:34][CH:33]=[C:32]2[C:27]=1[CH2:28][CH2:29][CH2:30][CH:31]2[NH2:36].C(O)(C(F)(F)F)=O. (7) Given the product [CH2:1]([C:11]1[C:16](=[O:17])[CH:15]=[C:14]([CH3:18])[N:21]([OH:22])[C:12]=1[CH3:19])[CH2:2][CH2:3][CH2:4][CH2:5][CH2:6][CH2:7][CH2:8][CH2:9][CH3:10], predict the reactants needed to synthesize it. The reactants are: [CH2:1]([C:11]1[C:16](=[O:17])[CH:15]=[C:14]([CH3:18])O[C:12]=1[CH3:19])[CH2:2][CH2:3][CH2:4][CH2:5][CH2:6][CH2:7][CH2:8][CH2:9][CH3:10].Cl.[NH2:21][OH:22].C([O-])(=O)C.[Na+].O. (8) Given the product [CH3:1][O:2][C:3]([C:5]1[CH:10]=[CH:9][N:8]2[CH:11]=[N:12][CH:13]=[C:7]2[C:6]=1[NH:20][C:19]1[CH:21]=[CH:22][C:16]([Br:15])=[CH:17][C:18]=1[F:23])=[O:4], predict the reactants needed to synthesize it. The reactants are: [CH3:1][O:2][C:3]([C:5]1[CH:10]=[CH:9][N:8]2[CH:11]=[N:12][CH:13]=[C:7]2[C:6]=1Cl)=[O:4].[Br:15][C:16]1[CH:22]=[CH:21][C:19]([NH2:20])=[C:18]([F:23])[CH:17]=1.C1(P(C2CCCCC2)C2C=CC=CC=2C2C(OC(C)C)=CC=CC=2OC(C)C)CCCCC1.[O-]P([O-])([O-])=O.[K+].[K+].[K+].